From a dataset of Peptide-MHC class I binding affinity with 185,985 pairs from IEDB/IMGT. Regression. Given a peptide amino acid sequence and an MHC pseudo amino acid sequence, predict their binding affinity value. This is MHC class I binding data. The peptide sequence is QCKDLCHMH. The MHC is HLA-A03:01 with pseudo-sequence HLA-A03:01. The binding affinity (normalized) is 0.